This data is from Full USPTO retrosynthesis dataset with 1.9M reactions from patents (1976-2016). The task is: Predict the reactants needed to synthesize the given product. (1) Given the product [F:8][C:6]1[CH:5]=[C:4]([C@@:9]2([CH3:42])[N:18]([CH2:19][C:20]([NH:22][C:23]3[CH:24]=[C:25]4[C:38](=[CH:39][CH:40]=3)[CH2:37][C@:27]3([C:35]5[C:30](=[N:31][CH:32]=[CH:33][CH:34]=5)[NH:29][C:28]3=[O:36])[CH2:26]4)=[O:21])[C:17](=[O:41])[C:12]3([CH2:16][CH2:15][CH2:14][CH2:13]3)[N:11]([CH3:43])[CH2:10]2)[CH:3]=[C:2]([F:1])[CH:7]=1, predict the reactants needed to synthesize it. The reactants are: [F:1][C:2]1[CH:3]=[C:4]([C@@:9]2([CH3:42])[N:18]([CH2:19][C:20]([NH:22][C:23]3[CH:24]=[C:25]4[C:38](=[CH:39][CH:40]=3)[CH2:37][C@:27]3([C:35]5[C:30](=[N:31][CH:32]=[CH:33][CH:34]=5)[NH:29][C:28]3=[O:36])[CH2:26]4)=[O:21])[C:17](=[O:41])[C:12]3([CH2:16][CH2:15][CH2:14][CH2:13]3)[NH:11][CH2:10]2)[CH:5]=[C:6]([F:8])[CH:7]=1.[CH3:43]C(O)=O.C=O.[BH3-]C#N.[Na+].C([O-])(O)=O.[Na+]. (2) Given the product [F:2][C:3]([F:12])([F:13])[C:4]1[CH:5]=[C:6]([C@@H:10]([OH:15])[CH2:11][OH:1])[CH:7]=[CH:8][CH:9]=1, predict the reactants needed to synthesize it. The reactants are: [OH2:1].[F:2][C:3]([F:13])([F:12])[C:4]1[CH:9]=[CH:8][CH:7]=[C:6]([CH:10]=[CH2:11])[CH:5]=1.S([O-])([O-])=[O:15].[Na+].[Na+].C(=O)(O)[O-].[Na+]. (3) Given the product [ClH:1].[F:29][C:30]1[CH:38]=[CH:37][C:33]([CH2:34][CH2:35][N:2]2[CH2:7][CH2:6][CH:5]([CH2:8][N:9]3[CH2:21][CH2:20][N:12]4[N:13]=[C:14]5[C:19]([CH:18]=[CH:17][CH:16]=[CH:15]5)=[C:11]4[C:10]3=[O:22])[CH2:4][CH2:3]2)=[CH:32][CH:31]=1, predict the reactants needed to synthesize it. The reactants are: [ClH:1].[NH:2]1[CH2:7][CH2:6][CH:5]([CH2:8][N:9]2[CH2:21][CH2:20][N:12]3[N:13]=[C:14]4[C:19]([CH:18]=[CH:17][CH:16]=[CH:15]4)=[C:11]3[C:10]2=[O:22])[CH2:4][CH2:3]1.C(=O)([O-])[O-].[K+].[K+].[F:29][C:30]1[CH:38]=[CH:37][C:33]([CH2:34][CH2:35]Br)=[CH:32][CH:31]=1. (4) Given the product [Cl:1][C:2]1[CH:10]=[C:9]([Cl:11])[CH:8]=[C:7]2[C:3]=1[CH:4]=[C:5]([C:12]([OH:14])=[O:13])[NH:6]2, predict the reactants needed to synthesize it. The reactants are: [Cl:1][C:2]1[CH:10]=[C:9]([Cl:11])[CH:8]=[C:7]2[C:3]=1[CH:4]=[C:5]([C:12]([O:14]CC)=[O:13])[NH:6]2.C1COCC1.O[Li].O.Cl. (5) Given the product [Cl:12][C:10]1[C:9]([S:13][CH2:14][C:15]2[CH:16]=[CH:17][C:18]([O:21][CH2:22][C:23]3[CH:24]=[CH:25][C:26]([C:29]([F:30])([F:31])[F:32])=[CH:27][CH:28]=3)=[CH:19][CH:20]=2)=[CH:8][C:7]([CH3:33])=[C:6]([CH:11]=1)[O:5][CH2:4][C:3]([OH:34])=[O:2], predict the reactants needed to synthesize it. The reactants are: C[O:2][C:3](=[O:34])[CH2:4][O:5][C:6]1[CH:11]=[C:10]([Cl:12])[C:9]([S:13][CH2:14][C:15]2[CH:20]=[CH:19][C:18]([O:21][CH2:22][C:23]3[CH:28]=[CH:27][C:26]([C:29]([F:32])([F:31])[F:30])=[CH:25][CH:24]=3)=[CH:17][CH:16]=2)=[CH:8][C:7]=1[CH3:33].[K+].[Br-]. (6) Given the product [CH:1]1([CH2:4][O:5][C:6]2[CH:11]=[CH:10][C:9]([S:12]([CH2:15][CH3:16])(=[O:14])=[O:13])=[CH:8][C:7]=2[C:17]2[CH:18]=[C:19]([O:25][CH:27]([F:32])[F:31])[C:20](=[O:24])[N:21]([CH3:23])[CH:22]=2)[CH2:3][CH2:2]1, predict the reactants needed to synthesize it. The reactants are: [CH:1]1([CH2:4][O:5][C:6]2[CH:11]=[CH:10][C:9]([S:12]([CH2:15][CH3:16])(=[O:14])=[O:13])=[CH:8][C:7]=2[C:17]2[CH:18]=[C:19]([OH:25])[C:20](=[O:24])[N:21]([CH3:23])[CH:22]=2)[CH2:3][CH2:2]1.Cl[C:27]([F:32])([F:31])C([O-])=O.[Na+].C([O-])([O-])=O.[K+].[K+]. (7) Given the product [CH3:1][O:2][C:3]1[CH:8]=[CH:7][C:6]([NH:9][C:10]2[C:11](=[S:39])[N:12]([CH2:22][C:23]3[CH:24]=[N:25][CH:26]=[CH:27][CH:28]=3)[C:13](=[O:21])[C:14]=2[C:15]2[CH:20]=[CH:19][CH:18]=[CH:17][CH:16]=2)=[CH:5][CH:4]=1, predict the reactants needed to synthesize it. The reactants are: [CH3:1][O:2][C:3]1[CH:8]=[CH:7][C:6]([NH:9][C:10]2[C:11](=O)[N:12]([CH2:22][C:23]3[CH:24]=[N:25][CH:26]=[CH:27][CH:28]=3)[C:13](=[O:21])[C:14]=2[C:15]2[CH:20]=[CH:19][CH:18]=[CH:17][CH:16]=2)=[CH:5][CH:4]=1.COC1C=CC(P2(SP(C3C=CC(OC)=CC=3)(=S)S2)=[S:39])=CC=1. (8) Given the product [C:1]([N:5]([C:26](=[O:35])[C:27]1[CH:32]=[C:31]([CH3:33])[CH:30]=[C:29]([CH3:34])[CH:28]=1)[NH:6][C:7]([C:8]1[CH:13]=[CH:12][C:11]([B:14]([OH:18])[OH:15])=[C:10]([CH:23]=[O:24])[CH:9]=1)=[O:25])([CH3:4])([CH3:3])[CH3:2], predict the reactants needed to synthesize it. The reactants are: [C:1]([N:5]([C:26](=[O:35])[C:27]1[CH:32]=[C:31]([CH3:33])[CH:30]=[C:29]([CH3:34])[CH:28]=1)[NH:6][C:7](=[O:25])[C:8]1[CH:13]=[CH:12][C:11]([B:14]2[O:18]C(C)(C)C(C)(C)[O:15]2)=[C:10]([CH:23]=[O:24])[CH:9]=1)([CH3:4])([CH3:3])[CH3:2].O.